Dataset: Catalyst prediction with 721,799 reactions and 888 catalyst types from USPTO. Task: Predict which catalyst facilitates the given reaction. (1) Reactant: [Cl:1]N1C(=O)CCC1=O.[S:9]1[CH:13]=[CH:12][C:11]([C:14]([OH:16])=[O:15])=[CH:10]1. Product: [Cl:1][C:13]1[S:9][CH:10]=[C:11]([C:14]([OH:16])=[O:15])[CH:12]=1. The catalyst class is: 2. (2) Reactant: [NH2:1][C:2]1[C:10]([Cl:11])=[CH:9][C:8]([O:12][C:13]([F:16])([F:15])[F:14])=[CH:7][C:3]=1[C:4]([OH:6])=O.[Cl:17][C:18]1[CH:19]=[CH:20][C:21]([S:26][CH2:27][CH3:28])=[C:22]([CH:25]=1)[CH2:23][NH2:24].Cl.ClC1C=CC(S(CC)(=O)=O)=C(C=1)CN. Product: [NH2:1][C:2]1[C:10]([Cl:11])=[CH:9][C:8]([O:12][C:13]([F:16])([F:15])[F:14])=[CH:7][C:3]=1[C:4]([NH:24][CH2:23][C:22]1[CH:25]=[C:18]([Cl:17])[CH:19]=[CH:20][C:21]=1[S:26][CH2:27][CH3:28])=[O:6]. The catalyst class is: 3. (3) Reactant: [F:1][C:2]1[C:11]2[N:10]3[CH2:12][CH2:13][CH2:14][CH:9]3[CH2:8][O:7][C:6]=2[CH:5]=[C:4]([N+:15]([O-])=O)[CH:3]=1. Product: [F:1][C:2]1[C:11]2[N:10]3[CH2:12][CH2:13][CH2:14][CH:9]3[CH2:8][O:7][C:6]=2[CH:5]=[C:4]([NH2:15])[CH:3]=1. The catalyst class is: 123. (4) The catalyst class is: 3. Product: [Cl:1][C:2]1[CH:3]=[C:4]2[C:8](=[CH:9][CH:10]=1)[NH:7][C:6]([C:11]([N:20]1[CH2:21][CH2:22][CH:17]([CH2:16][C:15]([CH3:23])([OH:24])[CH3:14])[CH2:18][CH2:19]1)=[O:13])=[CH:5]2. Reactant: [Cl:1][C:2]1[CH:3]=[C:4]2[C:8](=[CH:9][CH:10]=1)[NH:7][C:6]([C:11]([OH:13])=O)=[CH:5]2.[CH3:14][C:15]([OH:24])([CH3:23])[CH2:16][CH:17]1[CH2:22][CH2:21][NH:20][CH2:19][CH2:18]1.Cl.C(N=C=NCCCN(C)C)C.ON1C2C=CC=CC=2N=N1.Cl. (5) Reactant: [NH:1]1[CH:5]=[C:4]([CH2:6][C:7]([O:9][CH2:10][CH3:11])=[O:8])[N:3]=[CH:2]1.[H-].[Na+].I[CH2:15][CH2:16][C:17]([CH3:20])([CH3:19])[CH3:18]. Product: [CH3:18][C:17]([CH3:20])([CH3:19])[CH2:16][CH2:15][N:1]1[CH:5]=[C:4]([CH2:6][C:7]([O:9][CH2:10][CH3:11])=[O:8])[N:3]=[CH:2]1. The catalyst class is: 9. (6) Reactant: [NH2:1][CH:2]([CH2:12][C:13]1[CH:18]=[CH:17][C:16]([C:19]([CH3:22])([CH3:21])[CH3:20])=[CH:15][CH:14]=1)[CH:3]([C:5]1[CH:10]=[CH:9][CH:8]=[C:7]([Cl:11])[CH:6]=1)[OH:4].[C:23]1([C:34](O)=[O:35])[CH:24]=[CH:25][CH:26]=[C:27]2[CH2:33][CH2:32][CH2:31][CH:30]=[CH:29][C:28]=12.Cl.C(N=C=NCCCN(C)C)C.O.ON1C2C=CC=CC=2N=N1. Product: [C:19]([C:16]1[CH:15]=[CH:14][C:13]([CH2:12][CH:2]([NH:1][C:34]([C:23]2[CH:24]=[CH:25][CH:26]=[C:27]3[CH2:33][CH2:32][CH2:31][CH:30]=[CH:29][C:28]=23)=[O:35])[CH:3]([C:5]2[CH:10]=[CH:9][CH:8]=[C:7]([Cl:11])[CH:6]=2)[OH:4])=[CH:18][CH:17]=1)([CH3:22])([CH3:21])[CH3:20]. The catalyst class is: 47. (7) Reactant: [CH3:1][O:2][C:3](=[O:40])[CH:4]([C:9]1[CH:14]=[C:13]([C:15]2[CH:20]=[CH:19][C:18]([C:21]([F:24])([F:23])[F:22])=[CH:17][CH:16]=2)[N:12]=[C:11]([N:25]([CH2:36][CH:37]([CH3:39])[CH3:38])[C:26]2[CH:31]=[CH:30][C:29]([C:32]([F:35])([F:34])[F:33])=[CH:28][CH:27]=2)[CH:10]=1)[CH2:5][C:6]([CH3:8])=[CH2:7]. Product: [CH3:1][O:2][C:3](=[O:40])[CH:4]([C:9]1[CH:14]=[C:13]([C:15]2[CH:16]=[CH:17][C:18]([C:21]([F:23])([F:24])[F:22])=[CH:19][CH:20]=2)[N:12]=[C:11]([N:25]([CH2:36][CH:37]([CH3:39])[CH3:38])[C:26]2[CH:27]=[CH:28][C:29]([C:32]([F:33])([F:34])[F:35])=[CH:30][CH:31]=2)[CH:10]=1)[CH2:5][CH:6]([CH3:8])[CH3:7]. The catalyst class is: 19. (8) Reactant: [NH2:1][CH2:2][C@H:3]([NH:5][C:6]1[C:7]2[S:24][C:23]([NH2:25])=[N:22][C:8]=2[N:9]=[C:10]([S:12][CH2:13][C:14]2[CH:19]=[CH:18][CH:17]=[C:16]([F:20])[C:15]=2[F:21])[N:11]=1)[CH3:4].[C:26]([O:30][C:31](O[C:31]([O:30][C:26]([CH3:29])([CH3:28])[CH3:27])=[O:32])=[O:32])([CH3:29])([CH3:28])[CH3:27]. Product: [NH2:25][C:23]1[S:24][C:7]2[C:6]([NH:5][C@H:3]([CH3:4])[CH2:2][NH:1][C:31](=[O:32])[O:30][C:26]([CH3:29])([CH3:28])[CH3:27])=[N:11][C:10]([S:12][CH2:13][C:14]3[CH:19]=[CH:18][CH:17]=[C:16]([F:20])[C:15]=3[F:21])=[N:9][C:8]=2[N:22]=1. The catalyst class is: 1. (9) The catalyst class is: 12. Reactant: Br[C:2]1[C:3]2[N:4]([N:8]=[C:9]([NH2:11])[N:10]=2)[CH:5]=[CH:6][CH:7]=1.[F:12][C:13]1[CH:14]=[C:15](B(O)O)[CH:16]=[CH:17][C:18]=1[F:19].C(=O)([O-])[O-].[Na+].[Na+]. Product: [F:12][C:13]1[CH:14]=[C:15]([C:2]2[C:3]3[N:4]([N:8]=[C:9]([NH2:11])[N:10]=3)[CH:5]=[CH:6][CH:7]=2)[CH:16]=[CH:17][C:18]=1[F:19]. (10) Reactant: Br[CH2:2][C:3]1[CH:8]=[C:7]([CH3:9])[CH:6]=[C:5]([O:10][CH3:11])[CH:4]=1.C(=O)([O-])[OH:13].[Na+].O. Product: [CH3:11][O:10][C:5]1[CH:4]=[C:3]([CH2:2][OH:13])[CH:8]=[C:7]([CH3:9])[CH:6]=1. The catalyst class is: 21.